This data is from Full USPTO retrosynthesis dataset with 1.9M reactions from patents (1976-2016). The task is: Predict the reactants needed to synthesize the given product. (1) The reactants are: [NH2:1][C:2]1[CH:7]=[CH:6][C:5]([OH:8])=[CH:4][C:3]=1[N+:9]([O-:11])=[O:10].F[C:13]1[CH:20]=[CH:19][C:16]([CH:17]=[O:18])=[CH:15][C:14]=1[O:21][CH3:22].C([O-])([O-])=O.[Cs+].[Cs+]. Given the product [NH2:1][C:2]1[CH:7]=[CH:6][C:5]([O:8][C:13]2[CH:20]=[CH:19][C:16]([CH:17]=[O:18])=[CH:15][C:14]=2[O:21][CH3:22])=[CH:4][C:3]=1[N+:9]([O-:11])=[O:10], predict the reactants needed to synthesize it. (2) Given the product [Cl:14][CH2:2][C:3]1[CH:4]=[N:5][CH:6]=[C:7]([C:10]=1[CH3:11])[C:8]#[N:9], predict the reactants needed to synthesize it. The reactants are: O[CH2:2][C:3]1[CH:4]=[N:5][CH:6]=[C:7]([C:10]=1[CH3:11])[C:8]#[N:9].S(Cl)([Cl:14])=O. (3) The reactants are: [C:1]([O:5][C:6]([N:8]1[CH2:13][CH2:12][N:11]([C:14]2[C:15]3[C:30]([Cl:31])=[CH:29][N:28]=[CH:27][C:16]=3[N:17]=[C:18]([C:20]3[CH:25]=[CH:24][N:23]=[C:22](Cl)[CH:21]=3)[N:19]=2)[CH2:10][CH2:9]1)=[O:7])([CH3:4])([CH3:3])[CH3:2].[F:32][C:33]1[CH:39]=[CH:38][CH:37]=[CH:36][C:34]=1[NH2:35].CC1(C)C2C(=C(P(C3C=CC=CC=3)C3C=CC=CC=3)C=CC=2)OC2C(P(C3C=CC=CC=3)C3C=CC=CC=3)=CC=CC1=2.C(=O)([O-])[O-]. Given the product [C:1]([O:5][C:6]([N:8]1[CH2:13][CH2:12][N:11]([C:14]2[C:15]3[C:30]([Cl:31])=[CH:29][N:28]=[CH:27][C:16]=3[N:17]=[C:18]([C:20]3[CH:25]=[CH:24][N:23]=[C:22]([NH:35][C:34]4[CH:36]=[CH:37][CH:38]=[CH:39][C:33]=4[F:32])[CH:21]=3)[N:19]=2)[CH2:10][CH2:9]1)=[O:7])([CH3:3])([CH3:2])[CH3:4], predict the reactants needed to synthesize it.